Task: Predict which catalyst facilitates the given reaction.. Dataset: Catalyst prediction with 721,799 reactions and 888 catalyst types from USPTO (1) Reactant: [C:1]([Cl:6])(=O)[C:2](Cl)=[O:3].[CH2:7]([N:9]1C(=O)C(O)=[C:11]([C:16]2[CH:21]=[CH:20][C:19]([C:22]([F:25])([F:24])[F:23])=[CH:18][CH:17]=2)[S:10]1(=[O:27])=[O:26])[CH3:8].CN(C=O)C. Product: [Cl:6][C:1]1[C:2](=[O:3])[N:9]([CH2:7][CH3:8])[S:10](=[O:27])(=[O:26])[C:11]=1[C:16]1[CH:21]=[CH:20][C:19]([C:22]([F:23])([F:24])[F:25])=[CH:18][CH:17]=1. The catalyst class is: 2. (2) Reactant: [Cl:1][C:2]1[CH:7]=[CH:6][CH:5]=[CH:4][C:3]=1[C:8]1[N:9]=[N:10][N:11]([CH3:27])[C:12]=1[C:13]1[N:14]=[CH:15][N:16]([C:18]2[CH:26]=[CH:25][C:21]([C:22](O)=[O:23])=[CH:20][N:19]=2)[CH:17]=1.C1N=C[N:30](C(N2C=NC=C2)=O)C=1.[OH-].[NH4+]. Product: [Cl:1][C:2]1[CH:7]=[CH:6][CH:5]=[CH:4][C:3]=1[C:8]1[N:9]=[N:10][N:11]([CH3:27])[C:12]=1[C:13]1[N:14]=[CH:15][N:16]([C:18]2[CH:26]=[CH:25][C:21]([C:22]([NH2:30])=[O:23])=[CH:20][N:19]=2)[CH:17]=1. The catalyst class is: 3. (3) Reactant: CC(C)[O-].CC(C)[O-].CC(C)[O-].[Al+3].[C:14]([C@H:16]1[C@@H:21]2[CH2:22][C@@H:20]2[C@H:19]2[C@H:23]3[C@H:33]([CH2:34][CH2:35][C@:17]12[CH3:18])[C@:31]1([CH3:32])[C:26]([CH2:27][C@@H:28]([OH:36])[CH2:29][CH2:30]1)=[CH:25][CH2:24]3)#[N:15]. Product: [C:14]([C@H:16]1[C@@H:21]2[CH2:22][C@@H:20]2[C@H:19]2[C@H:23]3[C@H:33]([CH2:34][CH2:35][C@:17]12[CH3:18])[C@:31]1([CH3:32])[C:26](=[CH:27][C:28](=[O:36])[CH2:29][CH2:30]1)[CH2:25][CH2:24]3)#[N:15]. The catalyst class is: 131. (4) Reactant: CO[CH:3](OC)[C:4]1[CH:12]=[CH:11][CH:10]=[C:9]([F:13])[C:5]=1[C:6](O)=[O:7].C(O)(=O)C.[NH2:20][NH2:21].C(OCC)(=O)C. Product: [F:13][C:9]1[CH:10]=[CH:11][CH:12]=[C:4]2[C:5]=1[C:6](=[O:7])[NH:21][N:20]=[CH:3]2. The catalyst class is: 252. (5) Reactant: [C:1]1([C@@H:7]([OH:9])[CH3:8])[CH:6]=[CH:5][CH:4]=[CH:3][CH:2]=1.C1(P(C2C=CC=CC=2)C2C=CC=CC=2)C=CC=CC=1.[N+:29]([C:32]1[CH:40]=[CH:39][C:35]([C:36](O)=[O:37])=[CH:34][CH:33]=1)([O-:31])=[O:30].COCCOC(N=NC(OCCOC)=O)=O. Product: [N+:29]([C:32]1[CH:33]=[CH:34][C:35]([C:36]([O:9][C@@H:7]([C:1]2[CH:6]=[CH:5][CH:4]=[CH:3][CH:2]=2)[CH3:8])=[O:37])=[CH:39][CH:40]=1)([O-:31])=[O:30].[C:1]1([C@@H:7]([OH:9])[CH3:8])[CH:6]=[CH:5][CH:4]=[CH:3][CH:2]=1. The catalyst class is: 47.